From a dataset of Peptide-MHC class I binding affinity with 185,985 pairs from IEDB/IMGT. Regression. Given a peptide amino acid sequence and an MHC pseudo amino acid sequence, predict their binding affinity value. This is MHC class I binding data. The peptide sequence is WLSVIWMMWY. The MHC is HLA-A11:01 with pseudo-sequence HLA-A11:01. The binding affinity (normalized) is 0.0705.